Predict the product of the given reaction. From a dataset of Forward reaction prediction with 1.9M reactions from USPTO patents (1976-2016). (1) Given the reactants Br[C:2]1[N:7]=[C:6]([C:8]([OH:10])=[O:9])[CH:5]=[CH:4][C:3]=1[F:11].[F:12][C:13]1[CH:18]=[CH:17][C:16]([O:19][CH3:20])=[CH:15][C:14]=1B(O)O, predict the reaction product. The product is: [F:11][C:3]1[CH:4]=[CH:5][C:6]([C:8]([OH:10])=[O:9])=[N:7][C:2]=1[C:14]1[CH:15]=[C:16]([O:19][CH3:20])[CH:17]=[CH:18][C:13]=1[F:12]. (2) Given the reactants [C:1]([NH:4][C@H:5]([C:10]([OH:12])=[O:11])[CH2:6][C:7]([OH:9])=O)(=[O:3])[CH3:2].C(OC(=O)C)(=O)C, predict the reaction product. The product is: [C:1]([NH:4][C@@H:5]1[C:10](=[O:11])[O:12][C:7](=[O:9])[CH2:6]1)(=[O:3])[CH3:2]. (3) Given the reactants [CH3:1][C:2]1[CH:7]=[CH:6][C:5]([S:8]([O:11][CH2:12][C@@H:13]2[O:18][C:17]3[C:19](/[CH:26]=[CH:27]/[C:28](=O)[CH2:29][CH3:30])=[C:20]([N+:23]([O-])=O)[CH:21]=[CH:22][C:16]=3[O:15][CH2:14]2)(=[O:10])=[O:9])=[CH:4][CH:3]=1.O, predict the reaction product. The product is: [CH3:1][C:2]1[CH:3]=[CH:4][C:5]([S:8]([O:11][CH2:12][CH:13]2[O:18][C:17]3=[C:19]4[C:20](=[CH:21][CH:22]=[C:16]3[O:15][CH2:14]2)[N:23]=[C:28]([CH2:29][CH3:30])[CH:27]=[CH:26]4)(=[O:9])=[O:10])=[CH:6][CH:7]=1. (4) Given the reactants [CH3:1][O:2][C:3]([CH3:8])([CH3:7])[CH2:4][CH2:5][OH:6].[CH:9](O)=[O:10], predict the reaction product. The product is: [CH:9]([O:6][CH2:5][CH2:4][C:3]([O:2][CH3:1])([CH3:8])[CH3:7])=[O:10].